This data is from Full USPTO retrosynthesis dataset with 1.9M reactions from patents (1976-2016). The task is: Predict the reactants needed to synthesize the given product. (1) The reactants are: CS([C:5]1[N:10]=[C:9]([NH:11][CH2:12][CH2:13][C:14]2[CH:19]=[CH:18][C:17]([O:20][CH3:21])=[CH:16][CH:15]=2)[CH:8]=[C:7]([C:22]2[CH:27]=[CH:26][CH:25]=[C:24]([O:28][CH3:29])[CH:23]=2)[N:6]=1)(=O)=O.[CH3:30][NH:31][CH3:32].CO.[ClH:35]. Given the product [ClH:35].[CH3:29][O:28][C:24]1[CH:23]=[C:22]([C:7]2[N:6]=[C:5]([N:31]([CH3:32])[CH3:30])[N:10]=[C:9]([NH:11][CH2:12][CH2:13][C:14]3[CH:19]=[CH:18][C:17]([O:20][CH3:21])=[CH:16][CH:15]=3)[CH:8]=2)[CH:27]=[CH:26][CH:25]=1, predict the reactants needed to synthesize it. (2) Given the product [C:36]([O:35][C:33](=[O:34])[CH2:32][NH:1][C:2]1[CH:3]=[C:4]([C:8]2[S:30][C:11]3=[N:12][C:13]([N:17]4[CH2:18][CH2:19][N:20]([C:23]([O:25][C:26]([CH3:27])([CH3:29])[CH3:28])=[O:24])[CH2:21][CH2:22]4)=[CH:14][C:15](=[O:16])[N:10]3[N:9]=2)[CH:5]=[CH:6][CH:7]=1)([CH3:39])([CH3:38])[CH3:37], predict the reactants needed to synthesize it. The reactants are: [NH2:1][C:2]1[CH:3]=[C:4]([C:8]2[S:30][C:11]3=[N:12][C:13]([N:17]4[CH2:22][CH2:21][N:20]([C:23]([O:25][C:26]([CH3:29])([CH3:28])[CH3:27])=[O:24])[CH2:19][CH2:18]4)=[CH:14][C:15](=[O:16])[N:10]3[N:9]=2)[CH:5]=[CH:6][CH:7]=1.Br[CH2:32][C:33]([O:35][C:36]([CH3:39])([CH3:38])[CH3:37])=[O:34].C(N(CC)C(C)C)(C)C.